This data is from Catalyst prediction with 721,799 reactions and 888 catalyst types from USPTO. The task is: Predict which catalyst facilitates the given reaction. (1) Reactant: [CH3:1][C:2]1[NH:11][C:10](=O)[C:9]2[C:4](=[C:5]([N+:13]([O-:15])=[O:14])[CH:6]=[CH:7][CH:8]=2)[N:3]=1.O=P(Cl)(Cl)[Cl:18]. Product: [Cl:18][C:10]1[C:9]2[C:4](=[C:5]([N+:13]([O-:15])=[O:14])[CH:6]=[CH:7][CH:8]=2)[N:3]=[C:2]([CH3:1])[N:11]=1. The catalyst class is: 11. (2) Reactant: F[C:2]1[CH:7]=[CH:6][CH:5]=[CH:4][C:3]=1[N+:8]([O-:10])=[O:9].C(=O)([O-])[O-].[K+].[K+].CN1CCCC1=O.[C:24]1([NH:30][CH2:31][CH2:32][NH2:33])[CH:29]=[CH:28][CH:27]=[CH:26][CH:25]=1. Product: [C:24]1([NH:30][CH2:31][CH2:32][NH:33][C:2]2[CH:7]=[CH:6][CH:5]=[CH:4][C:3]=2[N+:8]([O-:10])=[O:9])[CH:29]=[CH:28][CH:27]=[CH:26][CH:25]=1. The catalyst class is: 6. (3) Reactant: C(O[C:6](=O)[N:7]([C@H:9]([C:11](=[O:48])[NH:12][C@@H:13]1[C:19](=[O:20])[N:18]([CH2:21][C:22]2[C:31]3[C:26](=[C:27]([Br:32])[CH:28]=[CH:29][CH:30]=3)[CH:25]=[CH:24][C:23]=2[O:33][CH3:34])[C:17]2[CH:35]=[CH:36][CH:37]=[CH:38][C:16]=2[N:15]([C:39](=[O:47])[C:40]2[CH:45]=[CH:44][C:43]([F:46])=[CH:42][CH:41]=2)[CH2:14]1)[CH3:10])C)(C)(C)C.[ClH:50]. Product: [ClH:50].[Br:32][C:27]1[CH:28]=[CH:29][CH:30]=[C:31]2[C:26]=1[CH:25]=[CH:24][C:23]([O:33][CH3:34])=[C:22]2[CH2:21][N:18]1[C:19](=[O:20])[C@@H:13]([NH:12][C:11](=[O:48])[C@@H:9]([NH:7][CH3:6])[CH3:10])[CH2:14][N:15]([C:39](=[O:47])[C:40]2[CH:41]=[CH:42][C:43]([F:46])=[CH:44][CH:45]=2)[C:16]2[CH:38]=[CH:37][CH:36]=[CH:35][C:17]1=2. The catalyst class is: 275. (4) Reactant: [O:1]1[CH2:6][CH2:5][CH:4]([C:7]([OH:9])=O)[CH2:3][CH2:2]1.C1N=CN(C(N2C=NC=C2)=O)C=1.Cl.[CH3:23][NH:24][O:25][CH3:26]. Product: [CH3:26][O:25][N:24]([CH3:23])[C:7]([CH:4]1[CH2:3][CH2:2][O:1][CH2:6][CH2:5]1)=[O:9]. The catalyst class is: 2.